This data is from Forward reaction prediction with 1.9M reactions from USPTO patents (1976-2016). The task is: Predict the product of the given reaction. (1) Given the reactants [CH2:1]([O:5][CH2:6][CH2:7][O:8][C:9]1[CH:14]=[CH:13][C:12]([C:15]2[CH:16]=[CH:17][C:18]3[N:24]([CH2:25][CH:26]([CH3:28])[CH3:27])[CH2:23][CH2:22][C:21]([C:29]([NH:31][C:32]4[CH:33]=[N:34][C:35]([S:38][CH2:39][C:40]5[N:44]([CH2:45][CH2:46][CH3:47])[CH:43]=[N:42][CH:41]=5)=[CH:36][CH:37]=4)=[O:30])=[CH:20][C:19]=3[CH:48]=2)=[CH:11][CH:10]=1)[CH2:2][CH2:3][CH3:4].ClC1C=CC=C(C(OO)=[O:57])C=1.S([O-])([O-])(=O)=S.[Na+].[Na+], predict the reaction product. The product is: [CH2:1]([O:5][CH2:6][CH2:7][O:8][C:9]1[CH:14]=[CH:13][C:12]([C:15]2[CH:16]=[CH:17][C:18]3[N:24]([CH2:25][CH:26]([CH3:27])[CH3:28])[CH2:23][CH2:22][C:21]([C:29]([NH:31][C:32]4[CH:33]=[N:34][C:35]([S:38]([CH2:39][C:40]5[N:44]([CH2:45][CH2:46][CH3:47])[CH:43]=[N:42][CH:41]=5)=[O:57])=[CH:36][CH:37]=4)=[O:30])=[CH:20][C:19]=3[CH:48]=2)=[CH:11][CH:10]=1)[CH2:2][CH2:3][CH3:4]. (2) Given the reactants C(Cl)CCl.C1C=CC2N(O)N=NC=2C=1.[CH3:15][C:16]1[C:46]([C:47]([F:50])([F:49])[F:48])=[CH:45][CH:44]=[CH:43][C:17]=1[CH2:18][N:19]1[C:24](=[O:25])[C:23]([C:26](O)=[O:27])=[CH:22][N:21]([C:29]2[CH:30]=[C:31]3[C:35](=[CH:36][CH:37]=2)[N:34]([CH3:38])[C:33](=[O:39])[C:32]3([CH3:41])[CH3:40])[C:20]1=[O:42].[NH2:51][C@H:52]([C:54]([O:56][CH3:57])=[O:55])[CH3:53].C(N(CC)C(C)C)(C)C, predict the reaction product. The product is: [CH3:15][C:16]1[C:46]([C:47]([F:50])([F:48])[F:49])=[CH:45][CH:44]=[CH:43][C:17]=1[CH2:18][N:19]1[C:24](=[O:25])[C:23]([C:26]([NH:51][C@H:52]([C:54]([O:56][CH3:57])=[O:55])[CH3:53])=[O:27])=[CH:22][N:21]([C:29]2[CH:30]=[C:31]3[C:35](=[CH:36][CH:37]=2)[N:34]([CH3:38])[C:33](=[O:39])[C:32]3([CH3:41])[CH3:40])[C:20]1=[O:42]. (3) Given the reactants F[C:2]1[CH:10]=[C:9]([CH3:11])[C:5]([C:6]([OH:8])=[O:7])=[CH:4][N:3]=1.[F:12][CH:13]([F:16])[CH2:14][OH:15], predict the reaction product. The product is: [F:12][CH:13]([F:16])[CH2:14][O:15][C:2]1[CH:10]=[C:9]([CH3:11])[C:5]([C:6]([OH:8])=[O:7])=[CH:4][N:3]=1. (4) The product is: [C:1]([O:5][C:6]([N:8]([C:13]1[CH:14]=[C:15]([C:20]2[CH:21]=[C:22]3[C:28]([C:45]4[C:44]([CH3:57])=[N:43][N:42]([CH2:41][C:40]5[CH:58]=[C:59]([F:61])[CH:60]=[C:38]([F:37])[CH:39]=5)[C:46]=4[CH3:47])=[CH:27][N:26]([C:30]([O:32][C:33]([CH3:36])([CH3:35])[CH3:34])=[O:31])[C:23]3=[N:24][CH:25]=2)[CH:16]=[CH:17][C:18]=1[F:19])[S:9]([CH3:12])(=[O:11])=[O:10])=[O:7])([CH3:4])([CH3:3])[CH3:2]. Given the reactants [C:1]([O:5][C:6]([N:8]([C:13]1[CH:14]=[C:15]([C:20]2[CH:21]=[C:22]3[C:28](I)=[CH:27][N:26]([C:30]([O:32][C:33]([CH3:36])([CH3:35])[CH3:34])=[O:31])[C:23]3=[N:24][CH:25]=2)[CH:16]=[CH:17][C:18]=1[F:19])[S:9]([CH3:12])(=[O:11])=[O:10])=[O:7])([CH3:4])([CH3:3])[CH3:2].[F:37][C:38]1[CH:39]=[C:40]([CH:58]=[C:59]([F:61])[CH:60]=1)[CH2:41][N:42]1[C:46]([CH3:47])=[C:45](B2OC(C)(C)C(C)(C)O2)[C:44]([CH3:57])=[N:43]1.C(=O)([O-])[O-].[Na+].[Na+], predict the reaction product. (5) Given the reactants [I:1][C:2]1[CH:10]=[CH:9][CH:8]=[CH:7][C:3]=1[C:4]([OH:6])=[O:5].[N+:11]([O-])([OH:13])=[O:12], predict the reaction product. The product is: [I:1][C:2]1[CH:10]=[CH:9][C:8]([N+:11]([O-:13])=[O:12])=[CH:7][C:3]=1[C:4]([OH:6])=[O:5]. (6) Given the reactants [Cl:1][C:2]1[CH:3]=[C:4]([CH2:9][C:10]([NH:12][C:13]2[CH:18]=[CH:17][CH:16]=[CH:15][C:14]=2I)=O)[CH:5]=[CH:6][C:7]=1[Cl:8].[NH:20]1CCC[C@H]1C(O)=O.[OH-].[Na+].N, predict the reaction product. The product is: [Cl:1][C:2]1[CH:3]=[C:4]([CH:5]=[CH:6][C:7]=1[Cl:8])[CH2:9][C:10]1[NH:20][C:14]2[CH:15]=[CH:16][CH:17]=[CH:18][C:13]=2[N:12]=1.